This data is from Reaction yield outcomes from USPTO patents with 853,638 reactions. The task is: Predict the reaction yield, written as a fraction of the theoretical maximum amount of product (1.0 means a 100% yield; for example, 0.34 means a 34% yield). (1) The reactants are [CH2:1]([O:8][C:9]1[CH:14]=[CH:13][C:12]([F:15])=[CH:11][C:10]=1[Cl:16])[C:2]1[CH:7]=[CH:6][CH:5]=[CH:4][CH:3]=1.C([Li])CCC.CN(C)[CH:24]=[O:25]. The catalyst is O1CCCC1. The product is [CH2:1]([O:8][C:9]1[C:10]([Cl:16])=[C:11]([C:12]([F:15])=[CH:13][CH:14]=1)[CH:24]=[O:25])[C:2]1[CH:3]=[CH:4][CH:5]=[CH:6][CH:7]=1. The yield is 0.320. (2) The reactants are [CH:1]1([C:7]2[C:8]3[CH:9]=[CH:10][C:11]([C:31](=[O:39])[NH:32][S:33]([CH:36]4[CH2:38][CH2:37]4)(=[O:35])=[O:34])=[CH:12][C:13]=3[N:14]3[CH2:20][C:19]([C:21]([O:23]C)=[O:22])=[CH:18][C:17]4[CH:25]=[C:26]([O:29][CH3:30])[CH:27]=[CH:28][C:16]=4[C:15]=23)[CH2:6][CH2:5][CH2:4][CH2:3][CH2:2]1.[OH-].[Na+].Cl.C1COCC1. The catalyst is CO. The product is [CH:1]1([C:7]2[C:8]3[CH:9]=[CH:10][C:11]([C:31](=[O:39])[NH:32][S:33]([CH:36]4[CH2:37][CH2:38]4)(=[O:35])=[O:34])=[CH:12][C:13]=3[N:14]3[CH2:20][C:19]([C:21]([OH:23])=[O:22])=[CH:18][C:17]4[CH:25]=[C:26]([O:29][CH3:30])[CH:27]=[CH:28][C:16]=4[C:15]=23)[CH2:2][CH2:3][CH2:4][CH2:5][CH2:6]1. The yield is 0.940. (3) The reactants are [CH2:1]([N:3]1[C:12]2[C:7](=[CH:8][C:9]([N+:13]([O-:15])=[O:14])=[CH:10][CH:11]=2)[C:6](=[O:16])[NH:5][C:4]1=[O:17])[CH3:2].[H-].[Na+].Cl[CH2:21][C:22]([N:24]([CH3:26])[CH3:25])=[O:23].[I-].[Na+]. The catalyst is CN(C=O)C.O. The product is [CH2:1]([N:3]1[C:12]2[C:7](=[CH:8][C:9]([N+:13]([O-:15])=[O:14])=[CH:10][CH:11]=2)[C:6](=[O:16])[N:5]([CH2:21][C:22]([N:24]([CH3:26])[CH3:25])=[O:23])[C:4]1=[O:17])[CH3:2]. The yield is 0.440. (4) The reactants are [Br:1][C:2]1[CH:6]=[N:5][N:4]([CH3:7])[C:3]=1[C:8]1[CH:9]=[C:10]([NH2:16])[CH:11]=[CH:12][C:13]=1[O:14][CH3:15].[Cl:17][C:18]1[CH:19]=[C:20]([N:24]=[C:25]=[O:26])[CH:21]=[CH:22][CH:23]=1. The catalyst is C(Cl)Cl. The product is [Br:1][C:2]1[CH:6]=[N:5][N:4]([CH3:7])[C:3]=1[C:8]1[CH:9]=[C:10]([NH:16][C:25]([NH:24][C:20]2[CH:21]=[CH:22][CH:23]=[C:18]([Cl:17])[CH:19]=2)=[O:26])[CH:11]=[CH:12][C:13]=1[O:14][CH3:15]. The yield is 0.920. (5) The reactants are [F:1][C:2]1[CH:15]=[C:14]([F:16])[CH:13]=[CH:12][C:3]=1[O:4][C:5]1[O:9][C:8]([CH:10]=O)=[CH:7][CH:6]=1.[NH3:17].CO. The catalyst is [Ni]. The product is [F:1][C:2]1[CH:15]=[C:14]([F:16])[CH:13]=[CH:12][C:3]=1[O:4][C:5]1[O:9][C:8]([CH2:10][NH2:17])=[CH:7][CH:6]=1. The yield is 0.877. (6) The product is [CH3:26][O:19][C:18]([C:17]1[C:11]2[N:10]=[C:9]([C:3]3[CH:4]=[CH:5][C:6]([F:8])=[CH:7][C:2]=3[F:1])[NH:13][C:12]=2[C:14]([OH:21])=[CH:15][CH:16]=1)=[O:20]. No catalyst specified. The yield is 0.840. The reactants are [F:1][C:2]1[CH:7]=[C:6]([F:8])[CH:5]=[CH:4][C:3]=1[C:9]1[NH:13][C:12]2[C:14]([OH:21])=[CH:15][CH:16]=[C:17]([C:18]([OH:20])=[O:19])[C:11]=2[N:10]=1.O=S(Cl)Cl.[CH3:26]O. (7) The reactants are [CH:1]1([NH:4][C:5](=[O:26])[C:6]2[CH:11]=[CH:10][C:9]([CH3:12])=[C:8]([NH:13][C:14]3[CH:15]=[C:16]4[C:20](=[CH:21][CH:22]=3)[C:19](=[O:23])[C:18]([CH3:25])([CH3:24])[CH2:17]4)[CH:7]=2)[CH2:3][CH2:2]1.[CH3:27][Si]([N-][Si](C)(C)C)(C)C.[Na+].CI. The catalyst is C1COCC1. The product is [CH:1]1([NH:4][C:5](=[O:26])[C:6]2[CH:11]=[CH:10][C:9]([CH3:12])=[C:8]([N:13]([C:14]3[CH:15]=[C:16]4[C:20](=[CH:21][CH:22]=3)[C:19](=[O:23])[C:18]([CH3:24])([CH3:25])[CH2:17]4)[CH3:27])[CH:7]=2)[CH2:2][CH2:3]1. The yield is 0.530. (8) The reactants are [Cl:1][C:2]1[CH:3]=[C:4]([C:8]2[N:9]3[C:15](=[S:16])[NH:14][CH:13]=[C:10]3[S:11][CH:12]=2)[CH:5]=[CH:6][CH:7]=1.CCN(C(C)C)C(C)C.Br[CH2:27][C:28]1[C:33]([F:34])=[CH:32][CH:31]=[CH:30][C:29]=1[Cl:35]. The catalyst is ClCCl. The product is [Cl:35][C:29]1[CH:30]=[CH:31][CH:32]=[C:33]([F:34])[C:28]=1[CH2:27][S:16][C:15]1[N:9]2[C:10]([S:11][CH:12]=[C:8]2[C:4]2[CH:5]=[CH:6][CH:7]=[C:2]([Cl:1])[CH:3]=2)=[CH:13][N:14]=1. The yield is 0.0800.